From a dataset of Forward reaction prediction with 1.9M reactions from USPTO patents (1976-2016). Predict the product of the given reaction. (1) Given the reactants [Cl-].[Cl-].[Cl-].[Al+3].[Br:5][C:6]1[CH:11]=[CH:10][CH:9]=[CH:8][CH:7]=1.[Cl-].C([O:15][C:16](=[O:23])[CH2:17][CH2:18][CH2:19][C:20](O)=[O:21])C.Cl.[OH-].[Na+], predict the reaction product. The product is: [Br:5][C:6]1[CH:11]=[CH:10][C:9]([C:20](=[O:21])[CH2:19][CH2:18][CH2:17][C:16]([OH:23])=[O:15])=[CH:8][CH:7]=1. (2) Given the reactants [CH2:1](Br)[CH3:2].[OH:4][C:5]1[CH:14]=[C:13]2[C:8]([N:9]=[CH:10][C:11]([O:15][CH2:16][CH2:17][N:18]3[CH2:23][CH2:22][CH:21]([NH:24][C:25]([C:27]4[CH:28]=[CH:29][C:30]5[S:35][CH2:34][C:33](=[O:36])[NH:32][C:31]=5[CH:37]=4)=[O:26])[CH2:20][CH2:19]3)=[N:12]2)=[CH:7][CH:6]=1.C(=O)([O-])[O-].[K+].[K+], predict the reaction product. The product is: [CH2:1]([O:4][C:5]1[CH:14]=[C:13]2[C:8]([N:9]=[CH:10][C:11]([O:15][CH2:16][CH2:17][N:18]3[CH2:23][CH2:22][CH:21]([NH:24][C:25]([C:27]4[CH:28]=[CH:29][C:30]5[S:35][CH2:34][C:33](=[O:36])[NH:32][C:31]=5[CH:37]=4)=[O:26])[CH2:20][CH2:19]3)=[N:12]2)=[CH:7][CH:6]=1)[CH3:2]. (3) Given the reactants [F:1][CH:2]([F:12])[O:3][C:4]1[C:5]([O:10]C)=[N:6][CH:7]=[CH:8][CH:9]=1.B(Br)(Br)Br.O.C(=O)(O)[O-].[Na+], predict the reaction product. The product is: [F:12][CH:2]([F:1])[O:3][C:4]1[C:5]([OH:10])=[N:6][CH:7]=[CH:8][CH:9]=1. (4) Given the reactants [CH3:1][O:2][C:3]1[C:4](=[O:25])[C:5]([CH3:24])=[C:6]([CH2:12][C:13]2[CH:18]=[CH:17][C:16]([CH2:19][CH2:20][C:21](O)=[O:22])=[CH:15][CH:14]=2)[C:7](=[O:11])[C:8]=1[O:9][CH3:10].[CH:26]([NH2:29])([CH3:28])[CH3:27], predict the reaction product. The product is: [CH3:1][O:2][C:3]1[C:4](=[O:25])[C:5]([CH3:24])=[C:6]([CH2:12][C:13]2[CH:14]=[CH:15][C:16]([CH2:19][CH2:20][C:21]([NH:29][CH:26]([CH3:28])[CH3:27])=[O:22])=[CH:17][CH:18]=2)[C:7](=[O:11])[C:8]=1[O:9][CH3:10]. (5) Given the reactants CN(C[C@@H]1[O:10][CH2:9][C@@H:8]([CH3:11])[N:7]([CH2:12][C:13]2[CH:18]=[CH:17][CH:16]=[CH:15][CH:14]=2)C1)C, predict the reaction product. The product is: [CH2:12]([NH:7][C@H:8]([CH3:11])[CH2:9][OH:10])[C:13]1[CH:18]=[CH:17][CH:16]=[CH:15][CH:14]=1. (6) Given the reactants Cl[C:2]1[C:21]([C:22]2[NH:26][N:25]=[CH:24][CH:23]=2)=[CH:20][C:5]([C:6]([NH:8][C:9]2[CH:14]=[CH:13][C:12]([O:15][C:16]([Cl:19])([F:18])[F:17])=[CH:11][CH:10]=2)=[O:7])=[CH:4][N:3]=1.[CH3:27][N:28]([CH3:33])[CH:29]1[CH2:32][NH:31][CH2:30]1, predict the reaction product. The product is: [Cl:19][C:16]([F:18])([F:17])[O:15][C:12]1[CH:13]=[CH:14][C:9]([NH:8][C:6](=[O:7])[C:5]2[CH:20]=[C:21]([C:22]3[NH:26][N:25]=[CH:24][CH:23]=3)[C:2]([N:31]3[CH2:32][CH:29]([N:28]([CH3:33])[CH3:27])[CH2:30]3)=[N:3][CH:4]=2)=[CH:10][CH:11]=1. (7) Given the reactants [Br:1][C:2]1[CH:7]=[C:6](Br)[C:5]([N+:9]([O-:11])=[O:10])=[CH:4][N:3]=1.Cl.[NH2:13][C@@H:14]([CH3:18])[CH:15]([OH:17])[CH3:16].C(N(CC)CC)C, predict the reaction product. The product is: [Br:1][C:2]1[CH:7]=[C:6]([NH:13][C@@H:14]([CH3:18])[CH:15]([OH:17])[CH3:16])[C:5]([N+:9]([O-:11])=[O:10])=[CH:4][N:3]=1. (8) Given the reactants [CH2:1]([O:8][C:9]([NH:11][CH:12]1[C:18](=[O:19])[NH:17][C:16]2[CH:20]=[CH:21][C:22]([N:24]3[CH2:28][C@H:27]([CH2:29]OS(C)(=O)=O)[O:26][C:25]3=[O:35])=[CH:23][C:15]=2[CH2:14][CH2:13]1)=[O:10])[C:2]1[CH:7]=[CH:6][CH:5]=[CH:4][CH:3]=1.[N-:36]=[N+:37]=[N-:38].[Na+], predict the reaction product. The product is: [CH2:1]([O:8][C:9](=[O:10])[NH:11][C@H:12]1[C:18](=[O:19])[NH:17][C:16]2[CH:20]=[CH:21][C:22]([N:24]3[CH2:28][CH:27]([CH2:29][N:36]=[N+:37]=[N-:38])[O:26][C:25]3=[O:35])=[CH:23][C:15]=2[CH2:14][CH2:13]1)[C:2]1[CH:7]=[CH:6][CH:5]=[CH:4][CH:3]=1. (9) Given the reactants [ClH:1].[OH:2][C@H:3]1[CH2:7][NH:6][C@H:5]([C:8]([NH:10][CH2:11][C:12]2[CH:17]=[CH:16][C:15]([C:18]3[S:22][CH:21]=[N:20][C:19]=3[CH3:23])=[CH:14][CH:13]=2)=[O:9])[CH2:4]1.C(OC([NH:31][C@@H:32]([CH3:36])[C:33](O)=[O:34])=O)(C)(C)C.CCN(C(C)C)C(C)C.CN(C(ON1N=NC2C=CC=NC1=2)=[N+](C)C)C.F[P-](F)(F)(F)(F)F, predict the reaction product. The product is: [ClH:1].[NH2:31][C@@H:32]([CH3:36])[C:33]([N:6]1[CH2:7][C@H:3]([OH:2])[CH2:4][C@H:5]1[C:8]([NH:10][CH2:11][C:12]1[CH:13]=[CH:14][C:15]([C:18]2[S:22][CH:21]=[N:20][C:19]=2[CH3:23])=[CH:16][CH:17]=1)=[O:9])=[O:34].